Dataset: Reaction yield outcomes from USPTO patents with 853,638 reactions. Task: Predict the reaction yield, written as a fraction of the theoretical maximum amount of product (1.0 means a 100% yield; for example, 0.34 means a 34% yield). (1) The reactants are BrC1C(N2CCN(C(NC3C=CC=CC=3)=O)CC2)=C2N=C(C3C=CC(N(C)C)=CC=3)NC2=NC=1.[Br:35][C:36]1[C:37]([N:46]2[CH2:51][CH2:50][N:49]([CH2:52][C:53]3[CH:54]=[N:55][CH:56]=[CH:57][CH:58]=3)[CH2:48][CH2:47]2)=[C:38]([N+:43]([O-])=O)[C:39]([NH2:42])=[N:40][CH:41]=1.[O-]S(S([O-])=O)=O.[Na+].[Na+].[CH3:67][O:68][C:69]1[C:74]([CH:75]=O)=[CH:73][CH:72]=[CH:71][N:70]=1. The catalyst is C(O)C.CN(C=O)C. The product is [Br:35][C:36]1[C:37]([N:46]2[CH2:51][CH2:50][N:49]([CH2:52][C:53]3[CH:54]=[N:55][CH:56]=[CH:57][CH:58]=3)[CH2:48][CH2:47]2)=[C:38]2[N:43]=[C:75]([C:74]3[C:69]([O:68][CH3:67])=[N:70][CH:71]=[CH:72][CH:73]=3)[NH:42][C:39]2=[N:40][CH:41]=1. The yield is 0.500. (2) The reactants are [N:1]1[NH:2][C:3]([NH2:6])=[N:4][CH:5]=1.[O:7]1[CH2:12][CH2:11][O:10][C:9]2[CH:13]=[C:14]([C:17](=O)[CH2:18][C:19](OCC)=[O:20])[CH:15]=[CH:16][C:8]1=2. The catalyst is C(O)(=O)C. The product is [O:7]1[CH2:12][CH2:11][O:10][C:9]2[CH:13]=[C:14]([C:17]3[NH:6][C:3]4[N:2]([N:1]=[CH:5][N:4]=4)[C:19](=[O:20])[CH:18]=3)[CH:15]=[CH:16][C:8]1=2. The yield is 0.150.